Dataset: Full USPTO retrosynthesis dataset with 1.9M reactions from patents (1976-2016). Task: Predict the reactants needed to synthesize the given product. (1) Given the product [Cl:22][C:3]1[CH:4]=[C:5]([C:19]([NH2:21])=[O:20])[C:6]2[NH:7][C:8]3[C:13]([C:14]=2[C:2]=1[C:39]1[CH:40]=[CH:41][CH:42]=[C:37]([N:30]2[C:29](=[O:53])[C:28]4[C:33](=[CH:34][C:25]([O:24][CH3:23])=[CH:26][CH:27]=4)[N:32]([CH3:35])[C:31]2=[O:36])[C:38]=1[CH3:52])=[CH:12][CH:11]=[C:10]([C:15]([OH:18])([CH3:17])[CH3:16])[CH:9]=3, predict the reactants needed to synthesize it. The reactants are: Br[C:2]1[C:14]2[C:13]3[C:8](=[CH:9][C:10]([C:15]([OH:18])([CH3:17])[CH3:16])=[CH:11][CH:12]=3)[NH:7][C:6]=2[C:5]([C:19]([NH2:21])=[O:20])=[CH:4][C:3]=1[Cl:22].[CH3:23][O:24][C:25]1[CH:34]=[C:33]2[C:28]([C:29](=[O:53])[N:30]([C:37]3[CH:42]=[CH:41][CH:40]=[C:39](B4OC(C)(C)C(C)(C)O4)[C:38]=3[CH3:52])[C:31](=[O:36])[N:32]2[CH3:35])=[CH:27][CH:26]=1.C([O-])([O-])=O.[Cs+].[Cs+]. (2) Given the product [CH:6]([OH:7])=[O:5].[NH2:8][C@H:9]([CH2:14][C:15]1[CH:20]=[C:19]([F:21])[C:18]([F:22])=[CH:17][C:16]=1[F:23])[CH2:10][C:11]([N:60]1[CH2:64][CH2:63][CH2:62][C@H:61]1[C:65]1[O:69][N:68]=[C:67]([C:70]2([C:73]([F:75])([F:76])[F:74])[CH2:71][CH2:72]2)[N:66]=1)=[O:13], predict the reactants needed to synthesize it. The reactants are: C([O:5][C:6]([NH:8][C@H:9]([CH2:14][C:15]1[CH:20]=[C:19]([F:21])[C:18]([F:22])=[CH:17][C:16]=1[F:23])[CH2:10][C:11]([OH:13])=O)=[O:7])(C)(C)C.Cl.C(N=C=NCCCN(C)C)C.ON1C2C=CC=CC=2N=N1.C(N(CC)CC)C.C(OC([N:60]1[CH2:64][CH2:63][CH2:62][CH:61]1[C:65]1[O:69][N:68]=[C:67]([C:70]2([C:73]([F:76])([F:75])[F:74])[CH2:72][CH2:71]2)[N:66]=1)=O)(C)(C)C.FC(F)(F)C(O)=O. (3) The reactants are: [OH:1][C:2]([CH3:35])([CH3:34])[CH2:3][C@@:4]1([C:28]2[CH:33]=[CH:32][CH:31]=[CH:30][CH:29]=2)[O:9][C:8](=[O:10])[N:7]([C@H:11]([C:13]2[CH:18]=[CH:17][C:16](B3OC(C)(C)C(C)(C)O3)=[CH:15][CH:14]=2)[CH3:12])[CH2:6][CH2:5]1.[CH2:36]([O:38][C:39]([C:41]1([C:44]2[N:45]=[N:46][C:47](Cl)=[CH:48][CH:49]=2)[CH2:43][CH2:42]1)=[O:40])[CH3:37]. Given the product [CH2:36]([O:38][C:39]([C:41]1([C:44]2[N:45]=[N:46][C:47]([C:16]3[CH:15]=[CH:14][C:13]([C@@H:11]([N:7]4[CH2:6][CH2:5][C@:4]([CH2:3][C:2]([OH:1])([CH3:35])[CH3:34])([C:28]5[CH:33]=[CH:32][CH:31]=[CH:30][CH:29]=5)[O:9][C:8]4=[O:10])[CH3:12])=[CH:18][CH:17]=3)=[CH:48][CH:49]=2)[CH2:43][CH2:42]1)=[O:40])[CH3:37], predict the reactants needed to synthesize it. (4) The reactants are: O.[OH-].[Li+].[CH:4]1([C@H:10]([NH:15][C:16]([C:18]2[C:27]([NH:28][C:29]([C:31]3[O:32][C:33]([C:36]4[CH:41]=[CH:40][C:39]([Cl:42])=[CH:38][C:37]=4[Cl:43])=[CH:34][CH:35]=3)=[O:30])=[CH:26][C:25]3[C:20](=[CH:21][CH:22]=[CH:23][CH:24]=3)[CH:19]=2)=[O:17])[C:11]([O:13]C)=[O:12])[CH2:9][CH2:8][CH2:7][CH2:6][CH2:5]1.O.Cl. Given the product [CH:4]1([C@H:10]([NH:15][C:16]([C:18]2[C:27]([NH:28][C:29]([C:31]3[O:32][C:33]([C:36]4[CH:41]=[CH:40][C:39]([Cl:42])=[CH:38][C:37]=4[Cl:43])=[CH:34][CH:35]=3)=[O:30])=[CH:26][C:25]3[C:20](=[CH:21][CH:22]=[CH:23][CH:24]=3)[CH:19]=2)=[O:17])[C:11]([OH:13])=[O:12])[CH2:9][CH2:8][CH2:7][CH2:6][CH2:5]1, predict the reactants needed to synthesize it. (5) Given the product [C:24]1([CH:17]([C:18]2[CH:19]=[CH:20][CH:21]=[CH:22][CH:23]=2)[C:14]2[S:13][C:12]([C:10]([NH:9][C@@H:5]([CH2:4][CH2:3][CH2:2][N:1]=[C:41]([NH:40][OH:39])[CH3:42])[C:6]([OH:8])=[O:7])=[O:11])=[CH:16][CH:15]=2)[CH:29]=[CH:28][CH:27]=[CH:26][CH:25]=1.[C:30]([OH:36])([C:32]([F:35])([F:34])[F:33])=[O:31], predict the reactants needed to synthesize it. The reactants are: [NH2:1][CH2:2][CH2:3][CH2:4][C@H:5]([NH:9][C:10]([C:12]1[S:13][C:14]([CH:17]([C:24]2[CH:29]=[CH:28][CH:27]=[CH:26][CH:25]=2)[C:18]2[CH:23]=[CH:22][CH:21]=[CH:20][CH:19]=2)=[CH:15][CH:16]=1)=[O:11])[C:6]([OH:8])=[O:7].[C:30]([OH:36])([C:32]([F:35])([F:34])[F:33])=[O:31].CO.[OH:39]/[N:40]=[C:41](/OCC)\[CH3:42]. (6) Given the product [F:14][C:11]1([F:15])[CH2:12][CH2:13][N:8]([C:6]2[N:5]=[CH:4][N:3]=[C:2]([C:16]#[N:17])[CH:7]=2)[CH2:9][CH2:10]1, predict the reactants needed to synthesize it. The reactants are: Cl[C:2]1[CH:7]=[C:6]([N:8]2[CH2:13][CH2:12][C:11]([F:15])([F:14])[CH2:10][CH2:9]2)[N:5]=[CH:4][N:3]=1.[C-:16]#[N:17].O.CC(=O)OCC. (7) Given the product [CH2:1]([N:8]1[CH2:25][CH2:24][N:11]2[C:12](=[O:23])[C:13]3[C:14]([CH3:22])=[CH:15][CH:16]=[C:17]([OH:20])[C:18]=3[CH2:19][C@@H:10]2[CH2:9]1)[C:2]1[CH:3]=[CH:4][CH:5]=[CH:6][CH:7]=1, predict the reactants needed to synthesize it. The reactants are: [CH2:1]([N:8]1[CH2:25][CH2:24][N:11]2[C:12](=[O:23])[C:13]3[C:14]([CH3:22])=[CH:15][CH:16]=[C:17]([O:20]C)[C:18]=3[CH2:19][C@@H:10]2[CH2:9]1)[C:2]1[CH:7]=[CH:6][CH:5]=[CH:4][CH:3]=1. (8) Given the product [CH2:1]([N:8]([CH2:9][C:10]1[CH:11]=[C:12]([C:16]2[CH:17]=[CH:18][C:19]3[O:23][C:22](=[O:24])[N:21]([CH3:25])[C:20]=3[CH:26]=2)[CH:13]=[N:14][CH:15]=1)[CH2:27][CH3:28])[C:2]1[CH:3]=[CH:4][CH:5]=[CH:6][CH:7]=1, predict the reactants needed to synthesize it. The reactants are: [CH2:1]([NH:8][CH2:9][C:10]1[CH:11]=[C:12]([C:16]2[CH:17]=[CH:18][C:19]3[O:23][C:22](=[O:24])[N:21]([CH3:25])[C:20]=3[CH:26]=2)[CH:13]=[N:14][CH:15]=1)[C:2]1[CH:7]=[CH:6][CH:5]=[CH:4][CH:3]=1.[CH2:27](O)[CH3:28]. (9) Given the product [CH:38]([N:8]1[CH2:13][CH2:12][CH2:11][CH:10]([NH:14][C:15]([N:17]2[CH2:20][CH:19]([C:21]3[NH:22][C:23](=[O:36])[C:24]4[CH:29]=[N:28][N:27]([CH:30]5[CH2:31][CH2:32][CH2:33][CH2:34][CH2:35]5)[C:25]=4[N:26]=3)[CH2:18]2)=[O:16])[CH2:9]1)([CH3:40])[CH3:37], predict the reactants needed to synthesize it. The reactants are: FC(F)(F)C(O)=O.[NH:8]1[CH2:13][CH2:12][CH2:11][CH:10]([NH:14][C:15]([N:17]2[CH2:20][CH:19]([C:21]3[NH:22][C:23](=[O:36])[C:24]4[CH:29]=[N:28][N:27]([CH:30]5[CH2:35][CH2:34][CH2:33][CH2:32][CH2:31]5)[C:25]=4[N:26]=3)[CH2:18]2)=[O:16])[CH2:9]1.[CH3:37][C:38]([CH3:40])=O. (10) Given the product [CH3:1][C:2]1[C:10]2[C:9](=[O:11])[NH:8][CH:7]=[N:6][C:5]=2[S:4][C:3]=1[S:13]([Cl:12])(=[O:15])=[O:14], predict the reactants needed to synthesize it. The reactants are: [CH3:1][C:2]1[C:10]2[C:9](=[O:11])[NH:8][CH:7]=[N:6][C:5]=2[S:4][CH:3]=1.[Cl:12][S:13](O)(=[O:15])=[O:14].S(Cl)(Cl)=O.